Dataset: Reaction yield outcomes from USPTO patents with 853,638 reactions. Task: Predict the reaction yield, written as a fraction of the theoretical maximum amount of product (1.0 means a 100% yield; for example, 0.34 means a 34% yield). (1) The reactants are [CH3:1][C:2]1O[C:4]([CH3:22])=[CH:5][C:6](=[C:8]([C:20]#[N:21])[C:9]([O:11][CH2:12][CH:13]([CH2:18][CH3:19])[CH2:14][CH2:15][CH2:16][CH3:17])=[O:10])[CH:7]=1. The catalyst is C(N)CCC. The product is [CH2:20]([N:21]1[C:2]([CH3:1])=[CH:7][C:6](=[C:8]([C:20]#[N:21])[C:9]([O:11][CH2:12][CH:13]([CH2:18][CH3:19])[CH2:14][CH2:15][CH2:16][CH3:17])=[O:10])[CH:5]=[C:4]1[CH3:22])[CH2:8][CH2:6][CH3:5]. The yield is 0.640. (2) The reactants are [OH-].[Na+].[Cl:3][C:4]1[CH:5]=[C:6]([C:12]2[N:13]=[C:14]([CH2:33][CH3:34])[C:15]3[CH2:20][CH2:19][N:18]([C:21]4[CH:26]=[CH:25][C:24]([CH2:27][C:28]([O:30]CC)=[O:29])=[CH:23][CH:22]=4)[C:16]=3[N:17]=2)[CH:7]=[CH:8][C:9]=1[O:10][CH3:11].Cl. The catalyst is CO.O1CCOCC1. The product is [Cl:3][C:4]1[CH:5]=[C:6]([C:12]2[N:13]=[C:14]([CH2:33][CH3:34])[C:15]3[CH2:20][CH2:19][N:18]([C:21]4[CH:26]=[CH:25][C:24]([CH2:27][C:28]([OH:30])=[O:29])=[CH:23][CH:22]=4)[C:16]=3[N:17]=2)[CH:7]=[CH:8][C:9]=1[O:10][CH3:11]. The yield is 0.950. (3) The reactants are [CH3:1][O:2][C:3](=[O:28])[C:4]1[CH:9]=[CH:8][C:7](/[CH:10]=[CH:11]/[C:12]2[C:21]([CH2:22]Br)=[CH:20][C:19]3[C:18]([CH3:25])([CH3:24])[CH2:17][CH2:16][C:15]([CH3:27])([CH3:26])[C:14]=3[CH:13]=2)=[CH:6][CH:5]=1.[NH:29]1[CH:33]=[CH:32][CH:31]=[N:30]1. The catalyst is CN1CCCC1.[Cl-].[Na+].O. The product is [CH3:1][O:2][C:3](=[O:28])[C:4]1[CH:9]=[CH:8][C:7]([CH:10]=[CH:11][C:12]2[C:21]([CH2:22][N:29]3[CH:33]=[CH:32][CH:31]=[N:30]3)=[CH:20][C:19]3[C:18]([CH3:25])([CH3:24])[CH2:17][CH2:16][C:15]([CH3:27])([CH3:26])[C:14]=3[CH:13]=2)=[CH:6][CH:5]=1. The yield is 0.830.